Dataset: Reaction yield outcomes from USPTO patents with 853,638 reactions. Task: Predict the reaction yield, written as a fraction of the theoretical maximum amount of product (1.0 means a 100% yield; for example, 0.34 means a 34% yield). (1) The reactants are C[O:2][C:3]1[CH:8]=[CH:7][C:6]([C:9]2[N:13]([CH3:14])[N:12]=[C:11]([CH3:15])[C:10]=2[CH3:16])=[CH:5][C:4]=1[CH2:17][CH2:18][N:19]([CH3:21])[CH3:20].B(Br)(Br)Br.CO. The catalyst is C(Cl)Cl. The product is [CH3:21][N:19]([CH3:20])[CH2:18][CH2:17][C:4]1[CH:5]=[C:6]([C:9]2[N:13]([CH3:14])[N:12]=[C:11]([CH3:15])[C:10]=2[CH3:16])[CH:7]=[CH:8][C:3]=1[OH:2]. The yield is 0.350. (2) The catalyst is ClCCl. The product is [F:98][C:97]([F:100])([F:99])[C:95]([OH:101])=[O:96].[CH3:61][C@:54]1([C:55]([NH:37][C@H:36]([C:35]([N:34]([C@@H:29]([C@@H:30]([CH3:33])[CH2:31][CH3:32])[C@H:28]([O:43][CH3:44])[CH2:27][C:26]([N:22]2[CH2:23][CH2:24][CH2:25][C@H:21]2[C@H:3]([O:2][CH3:1])[C@@H:4]([CH3:20])[C:5]([NH:7][C@@H:8]([CH2:9][C:10]2[CH:11]=[CH:12][CH:13]=[CH:14][CH:15]=2)[C:16]([O:18][CH3:19])=[O:17])=[O:6])=[O:45])[CH3:42])=[O:41])[CH:38]([CH3:39])[CH3:40])=[O:56])[CH2:58][CH2:59][CH2:60][NH:53]1. The yield is 0.540. The reactants are [CH3:1][O:2][C@@H:3]([C@@H:21]1[CH2:25][CH2:24][CH2:23][N:22]1[C:26](=[O:45])[CH2:27][C@@H:28]([O:43][CH3:44])[C@@H:29]([N:34]([CH3:42])[C:35](=[O:41])[C@H:36]([CH:38]([CH3:40])[CH3:39])[NH2:37])[C@@H:30]([CH3:33])[CH2:31][CH3:32])[C@@H:4]([CH3:20])[C:5]([NH:7][C@H:8]([C:16]([O:18][CH3:19])=[O:17])[CH2:9][C:10]1[CH:15]=[CH:14][CH:13]=[CH:12][CH:11]=1)=[O:6].C(OC([N:53]1[CH2:60][CH2:59][CH2:58][C@:54]1([CH3:61])[C:55](O)=[O:56])=O)(C)(C)C.CN(C(ON1N=NC2C=CC=NC1=2)=[N+](C)C)C.F[P-](F)(F)(F)(F)F.CCN(C(C)C)C(C)C.[C:95]([OH:101])([C:97]([F:100])([F:99])[F:98])=[O:96]. (3) The reactants are Br[CH2:2][CH2:3][C:4]#[CH:5].[C:6]([O:10][C:11]([N:13]1[CH2:18][CH2:17][NH:16][CH2:15][CH2:14]1)=[O:12])([CH3:9])([CH3:8])[CH3:7].C(=O)([O-])[O-].[K+].[K+].O. The catalyst is C(#N)C. The product is [CH2:2]([N:16]1[CH2:15][CH2:14][N:13]([C:11]([O:10][C:6]([CH3:9])([CH3:8])[CH3:7])=[O:12])[CH2:18][CH2:17]1)[CH2:3][C:4]#[CH:5]. The yield is 0.690. (4) The reactants are [CH2:1]([O:8][C:9]1[C:10]([Cl:28])=[C:11]([CH:16](OC)[C:17]2[C:25]3[C:20](=[N:21][CH:22]=[CH:23][CH:24]=3)[NH:19][CH:18]=2)[C:12]([F:15])=[CH:13][CH:14]=1)[C:2]1[CH:7]=[CH:6][CH:5]=[CH:4][CH:3]=1.FC(F)(F)C(O)=O.C([SiH](CC)CC)C. The catalyst is C(#N)C. The product is [CH2:1]([O:8][C:9]1[C:10]([Cl:28])=[C:11]([C:12]([F:15])=[CH:13][CH:14]=1)[CH2:16][C:17]1[C:25]2[C:20](=[N:21][CH:22]=[CH:23][CH:24]=2)[NH:19][CH:18]=1)[C:2]1[CH:3]=[CH:4][CH:5]=[CH:6][CH:7]=1. The yield is 0.700.